Dataset: Full USPTO retrosynthesis dataset with 1.9M reactions from patents (1976-2016). Task: Predict the reactants needed to synthesize the given product. (1) Given the product [CH3:17][O:16][C:5]1[CH:6]=[CH:7][C:8]([N:10]2[CH2:15][CH2:14][O:13][CH2:12][CH2:11]2)=[CH:9][C:4]=1[C:3]([OH:18])=[O:2], predict the reactants needed to synthesize it. The reactants are: C[O:2][C:3](=[O:18])[C:4]1[CH:9]=[C:8]([N:10]2[CH2:15][CH2:14][O:13][CH2:12][CH2:11]2)[CH:7]=[CH:6][C:5]=1[O:16][CH3:17].O.[OH-].[Na+]. (2) Given the product [OH:1][C:2]1[C:9]([N+:10]([O-:12])=[O:11])=[CH:8][C:5]([CH:6]2[C:24]([C:25]3[CH:30]=[CH:29][CH:28]=[CH:27][CH:26]=3)=[C:23]([C:17]3[CH:22]=[CH:21][CH:20]=[CH:19][CH:18]=3)[NH:35][C:33](=[O:34])[NH:32]2)=[CH:4][C:3]=1[O:13][CH2:14][CH2:15][OH:16], predict the reactants needed to synthesize it. The reactants are: [OH:1][C:2]1[C:9]([N+:10]([O-:12])=[O:11])=[CH:8][C:5]([CH:6]=O)=[CH:4][C:3]=1[O:13][CH2:14][CH2:15][OH:16].[C:17]1([C:23](=O)[CH2:24][C:25]2[CH:30]=[CH:29][CH:28]=[CH:27][CH:26]=2)[CH:22]=[CH:21][CH:20]=[CH:19][CH:18]=1.[NH2:32][C:33]([NH2:35])=[O:34].Cl. (3) Given the product [F:10][C:8]1[CH:7]=[C:4]([CH:3]=[C:2]([C:16]2[CH:17]=[N:18][C:13]([C:12]([F:23])([F:22])[F:11])=[CH:14][CH:15]=2)[CH:9]=1)[C:5]#[N:6], predict the reactants needed to synthesize it. The reactants are: Br[C:2]1[CH:3]=[C:4]([CH:7]=[C:8]([F:10])[CH:9]=1)[C:5]#[N:6].[F:11][C:12]([F:23])([F:22])[C:13]1[N:18]=[CH:17][C:16](B(O)O)=[CH:15][CH:14]=1.C(=O)([O-])[O-].[K+].[K+]. (4) Given the product [CH3:1][C:2]1[N:6]([CH2:15][CH2:16][CH3:17])[N:5]([C:7]2[CH:8]=[CH:9][CH:10]=[CH:11][CH:12]=2)[C:4](=[O:13])[CH:3]=1, predict the reactants needed to synthesize it. The reactants are: [CH3:1][C:2]1[NH:6][N:5]([C:7]2[CH:12]=[CH:11][CH:10]=[CH:9][CH:8]=2)[C:4](=[O:13])[CH:3]=1.I[CH2:15][CH2:16][CH3:17]. (5) Given the product [CH3:17][O:16][C:13](=[O:15])[CH2:14][C@@H:26]([C:20]1[CH:21]=[CH:22][CH:23]=[C:24]([F:25])[C:19]=1[Cl:18])[NH:27][S@@:28]([C:30]([CH3:33])([CH3:32])[CH3:31])=[O:29], predict the reactants needed to synthesize it. The reactants are: C(NC(C)C)(C)C.C([Li])CCC.[C:13]([O:16][CH3:17])(=[O:15])[CH3:14].[Cl:18][C:19]1[C:24]([F:25])=[CH:23][CH:22]=[CH:21][C:20]=1/[CH:26]=[N:27]/[S:28]([C:30]([CH3:33])([CH3:32])[CH3:31])=[O:29].[Cl-].[NH4+]. (6) Given the product [Cl:14][C:5]1[CH:6]=[CH:7][CH:8]=[C:9]2[C:4]=1[N:3]=[C:2]([C:17]1[CH:18]=[CH:19][CH:20]=[CH:21][C:16]=1[Cl:15])[C:11]([CH:12]=[O:13])=[CH:10]2, predict the reactants needed to synthesize it. The reactants are: Cl[C:2]1[C:11]([CH:12]=[O:13])=[CH:10][C:9]2[C:4](=[C:5]([Cl:14])[CH:6]=[CH:7][CH:8]=2)[N:3]=1.[Cl:15][C:16]1[CH:21]=[CH:20][CH:19]=[CH:18][C:17]=1B(O)O.C(=O)([O-])[O-].[Na+].[Na+]. (7) Given the product [C:32]([NH:35][C:27]1[CH:26]=[C:25]([O:24][C:3]2[C:2]([Cl:1])=[CH:7][C:6]([NH:8][C:9]([N:11]3[CH2:15][CH2:14][N:13]([CH:16]4[CH2:17][CH2:18][O:19][CH2:20][CH2:21]4)[C:12]3=[O:22])=[O:10])=[C:5]([F:23])[CH:4]=2)[CH:30]=[CH:29][N:28]=1)(=[O:34])[CH3:33], predict the reactants needed to synthesize it. The reactants are: [Cl:1][C:2]1[C:3]([O:24][C:25]2[CH:30]=[CH:29][N:28]=[C:27](Cl)[CH:26]=2)=[CH:4][C:5]([F:23])=[C:6]([NH:8][C:9]([N:11]2[CH2:15][CH2:14][N:13]([CH:16]3[CH2:21][CH2:20][O:19][CH2:18][CH2:17]3)[C:12]2=[O:22])=[O:10])[CH:7]=1.[C:32]([NH2:35])(=[O:34])[CH3:33].C([O-])([O-])=O.[Cs+].[Cs+].CC1(C)C2C(=C(P(C3C=CC=CC=3)C3C=CC=CC=3)C=CC=2)OC2C(P(C3C=CC=CC=3)C3C=CC=CC=3)=CC=CC1=2.